From a dataset of Full USPTO retrosynthesis dataset with 1.9M reactions from patents (1976-2016). Predict the reactants needed to synthesize the given product. (1) Given the product [Br:29][C:27]1[CH:26]=[CH:25][C:24]([F:30])=[C:23]([C@:20]2([CH3:22])[CH:19]=[C:18]([C:40]([O:42][CH3:32])=[O:41])[S:17][C:16]([N:7]([C:6]([O:5][C:1]([CH3:2])([CH3:3])[CH3:4])=[O:31])[CH2:8][O:9][CH2:10][CH2:11][Si:12]([CH3:15])([CH3:14])[CH3:13])=[N:21]2)[CH:28]=1, predict the reactants needed to synthesize it. The reactants are: [C:1]([O:5][C:6](=[O:31])[N:7]([C:16]1[S:17][CH:18]=[CH:19][C@:20]([C:23]2[CH:28]=[C:27]([Br:29])[CH:26]=[CH:25][C:24]=2[F:30])([CH3:22])[N:21]=1)[CH2:8][O:9][CH2:10][CH2:11][Si:12]([CH3:15])([CH3:14])[CH3:13])([CH3:4])([CH3:3])[CH3:2].[CH:32]([N-]C(C)C)(C)C.[Li+].[C:40](=[O:42])=[O:41]. (2) The reactants are: Cl.[NH2:2][C:3]1[N:32]=[C:6]2[N:7]([C:22]3[CH:27]=[CH:26][CH:25]=[C:24]([C:28]([F:31])([F:30])[F:29])[CH:23]=3)[C:8]([CH3:21])=[C:9]([C:19]#[N:20])[C@@H:10]([C:11]3[CH:16]=[CH:15][C:14]([C:17]#[N:18])=[CH:13][CH:12]=3)[N:5]2[N:4]=1.[CH:33]1([C:37](Cl)=[O:38])[CH2:36][CH2:35][CH2:34]1. Given the product [C:19]([C:9]1[C@@H:10]([C:11]2[CH:16]=[CH:15][C:14]([C:17]#[N:18])=[CH:13][CH:12]=2)[N:5]2[N:4]=[C:3]([NH:2][C:37]([CH:33]3[CH2:36][CH2:35][CH2:34]3)=[O:38])[N:32]=[C:6]2[N:7]([C:22]2[CH:27]=[CH:26][CH:25]=[C:24]([C:28]([F:29])([F:31])[F:30])[CH:23]=2)[C:8]=1[CH3:21])#[N:20], predict the reactants needed to synthesize it. (3) Given the product [Br:13][CH2:14][C:15]1([CH2:20][Br:21])[CH2:18][O:19][C:2]([CH3:7])([CH3:3])[O:17][CH2:16]1, predict the reactants needed to synthesize it. The reactants are: O.[C:2]1(C)[CH:7]=CC(S(O)(=O)=O)=C[CH:3]=1.[Br:13][CH2:14][C:15]([CH2:20][Br:21])([CH2:18][OH:19])[CH2:16][OH:17]. (4) Given the product [CH3:1][O:2][C:3](=[O:28])[C:4]1[CH:9]=[CH:8][C:7]([NH2:10])=[C:6]([N:11]([C:12](=[O:27])[C:13]2[CH:18]=[CH:17][CH:16]=[C:15]([CH2:19][N:20]([CH2:24][CH2:25][CH3:26])[CH2:21][CH2:22][CH3:23])[CH:14]=2)[CH3:31])[CH:5]=1, predict the reactants needed to synthesize it. The reactants are: [CH3:1][O:2][C:3](=[O:28])[C:4]1[CH:9]=[CH:8][C:7]([NH2:10])=[C:6]([NH:11][C:12](=[O:27])[C:13]2[CH:18]=[CH:17][CH:16]=[C:15]([CH2:19][N:20]([CH2:24][CH2:25][CH3:26])[CH2:21][CH2:22][CH3:23])[CH:14]=2)[CH:5]=1.[H-].[Na+].[CH3:31]I. (5) Given the product [N:15]([CH2:2][CH2:3][CH2:4][N:5]1[CH:13]=[N:12][C:11]2[C:6]1=[N:7][CH:8]=[N:9][C:10]=2[NH2:14])=[N+:16]=[N-:17], predict the reactants needed to synthesize it. The reactants are: Cl[CH2:2][CH2:3][CH2:4][N:5]1[CH:13]=[N:12][C:11]2[C:6]1=[N:7][CH:8]=[N:9][C:10]=2[NH2:14].[N-:15]=[N+:16]=[N-:17].[Na+]. (6) The reactants are: [Br:1][C:2]1[CH:3]=[C:4]2[C:8](=[CH:9][C:10]=1[CH3:11])[NH:7][N:6]=[CH:5]2.C1(C(N)C2CCCCC2)CCCCC1.[CH3:26][Si:27]([CH2:30][CH2:31][O:32][CH2:33]Cl)([CH3:29])[CH3:28].[OH-].[Na+]. Given the product [Br:1][C:2]1[C:10]([CH3:11])=[CH:9][C:8]2[C:4](=[CH:5][N:6]([CH2:33][O:32][CH2:31][CH2:30][Si:27]([CH3:29])([CH3:28])[CH3:26])[N:7]=2)[CH:3]=1, predict the reactants needed to synthesize it. (7) Given the product [Cl-:21].[Cl-:21].[NH3+:11][CH2:10][C:8]1[C:7]([O:19][CH3:20])=[CH:6][NH+:5]=[C:4]([CH:1]2[CH2:3][CH2:2]2)[CH:9]=1, predict the reactants needed to synthesize it. The reactants are: [CH:1]1([C:4]2[CH:9]=[C:8]([CH2:10][NH:11]C(=O)OC(C)(C)C)[C:7]([O:19][CH3:20])=[CH:6][N:5]=2)[CH2:3][CH2:2]1.[ClH:21].CCO.